From a dataset of NCI-60 drug combinations with 297,098 pairs across 59 cell lines. Regression. Given two drug SMILES strings and cell line genomic features, predict the synergy score measuring deviation from expected non-interaction effect. (1) Drug 1: COC1=C(C=C2C(=C1)N=CN=C2NC3=CC(=C(C=C3)F)Cl)OCCCN4CCOCC4. Drug 2: B(C(CC(C)C)NC(=O)C(CC1=CC=CC=C1)NC(=O)C2=NC=CN=C2)(O)O. Cell line: SF-268. Synergy scores: CSS=9.86, Synergy_ZIP=-1.29, Synergy_Bliss=3.64, Synergy_Loewe=1.36, Synergy_HSA=1.48. (2) Drug 1: C1=NNC2=C1C(=O)NC=N2. Drug 2: C1CC(=O)NC(=O)C1N2C(=O)C3=CC=CC=C3C2=O. Cell line: SN12C. Synergy scores: CSS=-0.820, Synergy_ZIP=1.74, Synergy_Bliss=2.65, Synergy_Loewe=1.16, Synergy_HSA=-0.567. (3) Drug 1: CC1C(C(CC(O1)OC2CC(CC3=C2C(=C4C(=C3O)C(=O)C5=C(C4=O)C(=CC=C5)OC)O)(C(=O)CO)O)N)O. Drug 2: CN1C=C(C=N1)C2=C3N=C(C(=C(N3N=C2)N)Br)C4CCCNC4. Cell line: SK-OV-3. Synergy scores: CSS=78.2, Synergy_ZIP=9.23, Synergy_Bliss=8.03, Synergy_Loewe=5.43, Synergy_HSA=11.0. (4) Drug 1: CC1C(C(=O)NC(C(=O)N2CCCC2C(=O)N(CC(=O)N(C(C(=O)O1)C(C)C)C)C)C(C)C)NC(=O)C3=C4C(=C(C=C3)C)OC5=C(C(=O)C(=C(C5=N4)C(=O)NC6C(OC(=O)C(N(C(=O)CN(C(=O)C7CCCN7C(=O)C(NC6=O)C(C)C)C)C)C(C)C)C)N)C. Drug 2: C1CCC(C(C1)N)N.C(=O)(C(=O)[O-])[O-].[Pt+4]. Cell line: SF-295. Synergy scores: CSS=40.1, Synergy_ZIP=-8.13, Synergy_Bliss=-4.81, Synergy_Loewe=0.348, Synergy_HSA=2.14. (5) Drug 1: CNC(=O)C1=CC=CC=C1SC2=CC3=C(C=C2)C(=NN3)C=CC4=CC=CC=N4. Drug 2: C1=CC(=CC=C1CC(C(=O)O)N)N(CCCl)CCCl.Cl. Cell line: CAKI-1. Synergy scores: CSS=34.2, Synergy_ZIP=-6.15, Synergy_Bliss=-1.17, Synergy_Loewe=-0.361, Synergy_HSA=0.00147. (6) Drug 1: CC=C1C(=O)NC(C(=O)OC2CC(=O)NC(C(=O)NC(CSSCCC=C2)C(=O)N1)C(C)C)C(C)C. Drug 2: C1=CN(C=N1)CC(O)(P(=O)(O)O)P(=O)(O)O. Cell line: CAKI-1. Synergy scores: CSS=59.4, Synergy_ZIP=-5.91, Synergy_Bliss=-9.15, Synergy_Loewe=-59.2, Synergy_HSA=-6.66.